Predict which catalyst facilitates the given reaction. From a dataset of Catalyst prediction with 721,799 reactions and 888 catalyst types from USPTO. (1) Reactant: [CH3:1][O:2][C:3](=[O:15])[C:4]1[CH:9]=[C:8](F)[CH:7]=[CH:6][C:5]=1[C:11]([F:14])([F:13])[F:12].Cl.[CH3:17][NH:18][CH3:19].C(=O)([O-])[O-].[K+].[K+]. Product: [CH3:1][O:2][C:3](=[O:15])[C:4]1[CH:9]=[C:8]([N:18]([CH3:19])[CH3:17])[CH:7]=[CH:6][C:5]=1[C:11]([F:14])([F:13])[F:12]. The catalyst class is: 16. (2) Reactant: [Br:1][C:2]1[CH:7]=[CH:6][C:5]([C:8]2[C:9]([C:13]([O:15]C)=[O:14])=[CH:10][O:11][CH:12]=2)=[CH:4][CH:3]=1.O[Li].O.O1CCOCC1. Product: [Br:1][C:2]1[CH:7]=[CH:6][C:5]([C:8]2[C:9]([C:13]([OH:15])=[O:14])=[CH:10][O:11][CH:12]=2)=[CH:4][CH:3]=1. The catalyst class is: 6. (3) Reactant: C(OC1C2C=CC=CC=2C2[C@H](C[Cl:15])CNC=2C=1)(=O)C.C(N(CC)CC)C.[C:27]([O:30][C:31]1[CH:32]=[C:33]2[N:43](C([O-])=O)[CH2:42][C@@H:41]([CH2:47][Cl:48])[C:34]2=[C:35]2[C:39]=1[NH:38][CH:37]=[C:36]2[CH3:40])(=[O:29])[CH3:28].CC(C)=O. Product: [ClH:15].[C:27]([O:30][C:31]1[CH:32]=[C:33]2[C:34]([C@H:41]([CH2:47][Cl:48])[CH2:42][NH:43]2)=[C:35]2[C:36]([CH3:40])=[CH:37][NH:38][C:39]=12)(=[O:29])[CH3:28]. The catalyst class is: 1.